Predict the product of the given reaction. From a dataset of Forward reaction prediction with 1.9M reactions from USPTO patents (1976-2016). (1) The product is: [CH3:1][O:2][C:3]([C:5]1[S:6][C:7]([C:28]#[C:29][C:30]([CH3:31])([CH3:33])[CH3:32])=[CH:8][C:9]=1[N:10]([CH2:20][C:21]([OH:23])=[O:22])[C:11]([C@H:13]1[CH2:18][CH2:17][C@H:16]([CH3:19])[CH2:15][CH2:14]1)=[O:12])=[O:4]. Given the reactants [CH3:1][O:2][C:3]([C:5]1[S:6][C:7]([C:28]#[C:29][C:30]([CH3:33])([CH3:32])[CH3:31])=[CH:8][C:9]=1[N:10]([CH2:20][C:21]([O:23]C(C)(C)C)=[O:22])[C:11]([C@H:13]1[CH2:18][CH2:17][C@H:16]([CH3:19])[CH2:15][CH2:14]1)=[O:12])=[O:4].FC(F)(F)C(O)=O, predict the reaction product. (2) Given the reactants [CH2:1]([C:3]1[N:8]=[C:7]([N:9]2[CH2:14][CH2:13][N:12]([CH2:15][CH2:16][CH2:17][CH:18]=[CH:19][C:20]3[N:29]=[C:28]4[C:23]([CH2:24][CH2:25][C:26](=[O:30])[NH:27]4)=[CH:22][CH:21]=3)[CH2:11][CH2:10]2)[CH:6]=[CH:5][CH:4]=1)[CH3:2], predict the reaction product. The product is: [CH2:1]([C:3]1[N:8]=[C:7]([N:9]2[CH2:10][CH2:11][N:12]([CH2:15][CH2:16][CH2:17][CH2:18][CH2:19][C:20]3[N:29]=[C:28]4[C:23]([CH2:24][CH2:25][C:26](=[O:30])[NH:27]4)=[CH:22][CH:21]=3)[CH2:13][CH2:14]2)[CH:6]=[CH:5][CH:4]=1)[CH3:2]. (3) Given the reactants [N+:1]([C:4]1[CH:12]=[CH:11][CH:10]=[C:9]2[C:5]=1[CH2:6][NH:7][C:8]2=[O:13])([O-])=O.C([O-])=O.[NH4+], predict the reaction product. The product is: [NH2:1][C:4]1[CH:12]=[CH:11][CH:10]=[C:9]2[C:5]=1[CH2:6][NH:7][C:8]2=[O:13]. (4) Given the reactants [CH3:1][C@H:2]1[O:7][C@@H:6]([CH3:8])[CH2:5][N:4]([C:9]2[C:14]([F:15])=[C:13]([F:16])[CH:12]=[CH:11][C:10]=2[CH2:17][OH:18])[CH2:3]1.N1C=CN=C1.[C:24]([Si:28](Cl)([C:35]1[CH:40]=[CH:39][CH:38]=[CH:37][CH:36]=1)[C:29]1[CH:34]=[CH:33][CH:32]=[CH:31][CH:30]=1)([CH3:27])([CH3:26])[CH3:25], predict the reaction product. The product is: [Si:28]([O:18][CH2:17][C:10]1[C:9]([N:4]2[CH2:3][C@H:2]([CH3:1])[O:7][C@H:6]([CH3:8])[CH2:5]2)=[C:14]([F:15])[C:13]([F:16])=[CH:12][CH:11]=1)([C:24]([CH3:27])([CH3:26])[CH3:25])([C:35]1[CH:36]=[CH:37][CH:38]=[CH:39][CH:40]=1)[C:29]1[CH:34]=[CH:33][CH:32]=[CH:31][CH:30]=1. (5) Given the reactants [CH3:1][C:2]1[CH:3]=[N:4][NH:5][CH:6]=1.[H-].[Na+].Cl[C:10]1[N:15]=[C:14]([NH:16][C@@H:17]([CH:19]2[CH2:21][CH2:20]2)[CH3:18])[N:13]=[C:12]([NH:22][C@@H:23]([CH:25]2[CH2:27][CH2:26]2)[CH3:24])[N:11]=1, predict the reaction product. The product is: [CH:19]1([C@H:17]([NH:16][C:14]2[N:13]=[C:12]([NH:22][C@@H:23]([CH:25]3[CH2:26][CH2:27]3)[CH3:24])[N:11]=[C:10]([N:4]3[CH:3]=[C:2]([CH3:1])[CH:6]=[N:5]3)[N:15]=2)[CH3:18])[CH2:20][CH2:21]1.